This data is from Reaction yield outcomes from USPTO patents with 853,638 reactions. The task is: Predict the reaction yield, written as a fraction of the theoretical maximum amount of product (1.0 means a 100% yield; for example, 0.34 means a 34% yield). (1) The reactants are [OH:1][NH:2][C:3]([C:5]1[C:10]([N+:11]([O-:13])=[O:12])=[CH:9][CH:8]=[CH:7][N:6]=1)=[NH:4].[OH:14][C:15]1[CH:23]=[CH:22][C:21]([OH:24])=[CH:20][C:16]=1[C:17](O)=O. No catalyst specified. The product is [N+:11]([C:10]1[C:5]([C:3]2[N:4]=[C:17]([C:16]3[CH:20]=[C:21]([OH:24])[CH:22]=[CH:23][C:15]=3[OH:14])[O:1][N:2]=2)=[N:6][CH:7]=[CH:8][CH:9]=1)([O-:13])=[O:12]. The yield is 0.0900. (2) The yield is 0.890. The catalyst is C(OCC)(=O)C. The reactants are [F:1][C:2]1[CH:7]=[CH:6][C:5]([C:8]2[N:13]=[CH:12][N:11]=[C:10]([N:14]3[CH2:19][CH2:18][N:17](C(OC(C)(C)C)=O)[CH2:16][CH2:15]3)[CH:9]=2)=[CH:4][CH:3]=1.C(OCC)(=O)C.Cl. The product is [F:1][C:2]1[CH:7]=[CH:6][C:5]([C:8]2[CH:9]=[C:10]([N:14]3[CH2:15][CH2:16][NH:17][CH2:18][CH2:19]3)[N:11]=[CH:12][N:13]=2)=[CH:4][CH:3]=1. (3) The reactants are [CH3:1][C:2]1[N:6]([CH2:7][C:8]2[CH:9]=[CH:10][CH:11]=[C:12]3[C:17]=2[N:16]=[CH:15][CH:14]=[CH:13]3)[C:5]2[CH:18]=[C:19]([N:26]3[CH2:31][CH2:30][O:29][CH2:28][CH2:27]3)[CH:20]=[C:21]([C:22]([O:24]C)=[O:23])[C:4]=2[N:3]=1.[Li+].[OH-]. The catalyst is C1COCC1. The product is [CH3:1][C:2]1[N:6]([CH2:7][C:8]2[CH:9]=[CH:10][CH:11]=[C:12]3[C:17]=2[N:16]=[CH:15][CH:14]=[CH:13]3)[C:5]2[CH:18]=[C:19]([N:26]3[CH2:31][CH2:30][O:29][CH2:28][CH2:27]3)[CH:20]=[C:21]([C:22]([OH:24])=[O:23])[C:4]=2[N:3]=1. The yield is 0.690. (4) The reactants are [NH2:1][C:2]1[N:6]([CH3:7])[C:5](=[O:8])[C:4]([C:19]2[CH:24]=[CH:23][C:22]([F:25])=[C:21](Br)[CH:20]=2)([C:9]2[CH:14]=[C:13]([CH2:15][CH3:16])[N:12]=[C:11]([CH2:17][CH3:18])[CH:10]=2)[N:3]=1.[F:27][C:28]1[CH:33]=[CH:32][N:31]=[CH:30][C:29]=1[Sn](CCCC)(CCCC)CCCC. The catalyst is CN(C=O)C.C1(P([Pd-](Cl)P(C2C=CC=CC=2)(C2C=CC=CC=2)C2C=CC=CC=2)(C2C=CC=CC=2)C2C=CC=CC=2)C=CC=CC=1. The product is [NH2:1][C:2]1[N:6]([CH3:7])[C:5](=[O:8])[C:4]([C:9]2[CH:14]=[C:13]([CH2:15][CH3:16])[N:12]=[C:11]([CH2:17][CH3:18])[CH:10]=2)([C:19]2[CH:24]=[CH:23][C:22]([F:25])=[C:21]([C:29]3[CH:30]=[N:31][CH:32]=[CH:33][C:28]=3[F:27])[CH:20]=2)[N:3]=1. The yield is 0.100. (5) The reactants are O1CCCC1.[OH-].[Na+].[NH2:8][C:9]1[C:14]([C:15]2[O:19][N:18]=[C:17]([CH2:20][C:21]3[CH:26]=[CH:25][C:24]([OH:27])=[CH:23][CH:22]=3)[CH:16]=2)=[CH:13][CH:12]=[CH:11][N:10]=1.[Cl:28][C:29]1[CH:30]=[CH:31][C:32]([CH2:35]Cl)=[N:33][CH:34]=1. The catalyst is CN(C)C=O. The product is [Cl:28][C:29]1[CH:30]=[CH:31][C:32]([CH2:35][O:27][C:24]2[CH:25]=[CH:26][C:21]([CH2:20][C:17]3[CH:16]=[C:15]([C:14]4[C:9]([NH2:8])=[N:10][CH:11]=[CH:12][CH:13]=4)[O:19][N:18]=3)=[CH:22][CH:23]=2)=[N:33][CH:34]=1. The yield is 0.930. (6) The reactants are [Cl:1][C:2]1[C:7]2[C:8](=[O:18])[N:9]([C:11]([O:13][C:14]([CH3:17])([CH3:16])[CH3:15])=[O:12])[CH2:10][C:6]=2[C:5]([F:19])=[C:4](Cl)[N:3]=1.[NH2:21][C@@H:22]1[CH2:27][CH2:26][CH2:25][CH2:24][C@@H:23]1[NH:28][C:29](=[O:35])[O:30][C:31]([CH3:34])([CH3:33])[CH3:32].CCN(C(C)C)C(C)C.O. The catalyst is CC(O)C.CS(C)=O. The product is [C:31]([O:30][C:29]([NH:28][C@H:23]1[CH2:24][CH2:25][CH2:26][CH2:27][C@H:22]1[NH:21][C:4]1[N:3]=[C:2]([Cl:1])[C:7]2[C:8](=[O:18])[N:9]([C:11]([O:13][C:14]([CH3:17])([CH3:16])[CH3:15])=[O:12])[CH2:10][C:6]=2[C:5]=1[F:19])=[O:35])([CH3:34])([CH3:32])[CH3:33]. The yield is 0.490. (7) The reactants are [CH2:1]([N:4]1[CH2:9][CH2:8][N:7]([C:10]2[N:15]=[CH:14][C:13]([O:16][S:17]([C:20]3[CH:25]=[CH:24][C:23]([CH:26]([CH3:28])[CH3:27])=[CH:22][CH:21]=3)(=[O:19])=[O:18])=[CH:12][CH:11]=2)[CH2:6][CH2:5]1)[CH:2]=[CH2:3].[H][H]. The catalyst is [Pd].C(OCC)(=O)C. The product is [CH2:1]([N:4]1[CH2:9][CH2:8][N:7]([C:10]2[N:15]=[CH:14][C:13]([O:16][S:17]([C:20]3[CH:21]=[CH:22][C:23]([CH:26]([CH3:27])[CH3:28])=[CH:24][CH:25]=3)(=[O:19])=[O:18])=[CH:12][CH:11]=2)[CH2:6][CH2:5]1)[CH2:2][CH3:3]. The yield is 0.580. (8) The reactants are [Cl:1][C:2]1[CH:3]=[N+:4]([O-])[C:5]2[CH2:10][CH2:9][CH2:8][C:6]=2[CH:7]=1.[C:12]([O:15]C(=O)C)(=[O:14])[CH3:13]. No catalyst specified. The product is [C:12]([O:15][CH:10]1[C:5]2[N:4]=[CH:3][C:2]([Cl:1])=[CH:7][C:6]=2[CH2:8][CH2:9]1)(=[O:14])[CH3:13]. The yield is 0.710. (9) The yield is 0.600. The catalyst is CS(C)=O. The product is [CH:1]1([N:6]2[C:15]3[N:14]=[C:13]([C:16]4[CH:21]=[CH:20][N:19]=[C:18]([N:27]([CH3:29])[CH3:28])[CH:17]=4)[N:12]=[CH:11][C:10]=3[N:9]([CH3:23])[C:8](=[O:24])[C@H:7]2[CH2:25][CH3:26])[CH2:5][CH2:4][CH2:3][CH2:2]1. The reactants are [CH:1]1([N:6]2[C:15]3[N:14]=[C:13]([C:16]4[CH:21]=[CH:20][N:19]=[C:18](F)[CH:17]=4)[N:12]=[CH:11][C:10]=3[N:9]([CH3:23])[C:8](=[O:24])[C@H:7]2[CH2:25][CH3:26])[CH2:5][CH2:4][CH2:3][CH2:2]1.[NH:27]([CH3:29])[CH3:28].Cl.C([O-])([O-])=O.[Na+].[Na+].